This data is from Full USPTO retrosynthesis dataset with 1.9M reactions from patents (1976-2016). The task is: Predict the reactants needed to synthesize the given product. (1) Given the product [CH3:27][NH:28][C:29]([N:31]1[C:39]2[C:34](=[CH:35][C:36]([NH:40][C:2]3[CH:7]=[CH:6][N:5]=[C:4]([NH:8][C:9]([NH:11][CH2:12][CH2:13][CH2:14][N:15]([CH2:18][CH3:19])[CH2:16][CH3:17])=[O:10])[CH:3]=3)=[CH:37][CH:38]=2)[CH:33]=[CH:32]1)=[O:30], predict the reactants needed to synthesize it. The reactants are: Cl[C:2]1[CH:7]=[CH:6][N:5]=[C:4]([NH:8][C:9]([NH:11][CH2:12][CH2:13][CH2:14][N:15]([CH2:18][CH3:19])[CH2:16][CH3:17])=[O:10])[CH:3]=1.Cl.N1C=CC=CC=1.[CH3:27][NH:28][C:29]([N:31]1[C:39]2[C:34](=[CH:35][C:36]([NH2:40])=[CH:37][CH:38]=2)[CH:33]=[CH:32]1)=[O:30].C(OCC)(=O)C. (2) Given the product [CH3:43][O:42][C:38]1[CH:37]=[C:5]([CH:4]=[C:3]([O:2][CH3:1])[C:39]=1[O:40][CH3:41])[C:6]([N:8]1[CH2:12][CH2:11][C:10]([CH2:19][CH2:20][N:21]2[CH2:27][CH2:26][CH2:25][N:24]([C:28]3[N:29]([CH2:45][C:46]4[CH:50]=[CH:49][O:48][CH:47]=4)[C:30]4[CH:36]=[CH:35][CH:34]=[CH:33][C:31]=4[N:32]=3)[CH2:23][CH2:22]2)([C:13]2[CH:14]=[CH:15][CH:16]=[CH:17][CH:18]=2)[CH2:9]1)=[O:7], predict the reactants needed to synthesize it. The reactants are: [CH3:1][O:2][C:3]1[CH:4]=[C:5]([CH:37]=[C:38]([O:42][CH3:43])[C:39]=1[O:40][CH3:41])[C:6]([N:8]1[CH2:12][CH2:11][C:10]([CH2:19][CH2:20][N:21]2[CH2:27][CH2:26][CH2:25][N:24]([C:28]3[NH:32][C:31]4[CH:33]=[CH:34][CH:35]=[CH:36][C:30]=4[N:29]=3)[CH2:23][CH2:22]2)([C:13]2[CH:18]=[CH:17][CH:16]=[CH:15][CH:14]=2)[CH2:9]1)=[O:7].Cl[CH2:45][C:46]1[CH:50]=[CH:49][O:48][CH:47]=1.